Dataset: Full USPTO retrosynthesis dataset with 1.9M reactions from patents (1976-2016). Task: Predict the reactants needed to synthesize the given product. (1) Given the product [C:26]([O:25][C:23]([N:10]([CH2:11][C:12]1[N:17]2[CH:18]=[CH:19][N:20]=[C:16]2[CH:15]=[CH:14][CH:13]=1)[CH2:9][CH2:8][CH2:7][CH2:6][NH:5][C:3](=[O:4])[C:2]([F:21])([F:1])[F:22])=[O:24])([CH3:29])([CH3:28])[CH3:27], predict the reactants needed to synthesize it. The reactants are: [F:1][C:2]([F:22])([F:21])[C:3]([NH:5][CH2:6][CH2:7][CH2:8][CH2:9][NH:10][CH2:11][C:12]1[N:17]2[CH:18]=[CH:19][N:20]=[C:16]2[CH:15]=[CH:14][CH:13]=1)=[O:4].[C:23](O[C:23]([O:25][C:26]([CH3:29])([CH3:28])[CH3:27])=[O:24])([O:25][C:26]([CH3:29])([CH3:28])[CH3:27])=[O:24]. (2) Given the product [Cl:3][C:4]1[CH:9]=[CH:8][N:7]=[C:6]([C:10]([NH2:1])=[O:11])[CH:5]=1, predict the reactants needed to synthesize it. The reactants are: [NH4+:1].[OH-].[Cl:3][C:4]1[CH:9]=[CH:8][N:7]=[C:6]([C:10](Cl)=[O:11])[CH:5]=1.CC(OC)(C)C.